This data is from Reaction yield outcomes from USPTO patents with 853,638 reactions. The task is: Predict the reaction yield, written as a fraction of the theoretical maximum amount of product (1.0 means a 100% yield; for example, 0.34 means a 34% yield). (1) The reactants are [Cl:1][C:2]1[C:7]([F:8])=[C:6]([CH3:9])[C:5](I)=[CH:4][N:3]=1.[C:11]([Si:13]([CH3:16])([CH3:15])[CH3:14])#[CH:12].C(N(CC)C(C)C)(C)C. The catalyst is O1CCOCC1.Cl[Pd](Cl)([P](C1C=CC=CC=1)(C1C=CC=CC=1)C1C=CC=CC=1)[P](C1C=CC=CC=1)(C1C=CC=CC=1)C1C=CC=CC=1. The product is [Cl:1][C:2]1[C:7]([F:8])=[C:6]([CH3:9])[C:5]([C:12]#[C:11][Si:13]([CH3:16])([CH3:15])[CH3:14])=[CH:4][N:3]=1. The yield is 0.890. (2) The reactants are [F:1][C:2]1([F:18])[CH2:7][CH2:6][CH2:5][C@H:4]([NH:8][C@@H](C2C=CC=CC=2)C)[C@H:3]1[OH:17]. The catalyst is CO.[OH-].[OH-].[Pd+2]. The product is [NH2:8][C@H:4]1[C@H:3]([OH:17])[C:2]([F:18])([F:1])[CH2:7][CH2:6][CH2:5]1. The yield is 0.840.